This data is from Forward reaction prediction with 1.9M reactions from USPTO patents (1976-2016). The task is: Predict the product of the given reaction. (1) Given the reactants Cl[C:2]1[N:3]([CH:12]([CH3:14])[CH3:13])[C:4]2[CH:9]=[C:8]([Cl:10])[N:7]=[CH:6][C:5]=2[N:11]=1.[CH3:15][O:16][CH2:17][CH2:18][NH2:19], predict the reaction product. The product is: [Cl:10][C:8]1[N:7]=[CH:6][C:5]2[N:11]=[C:2]([NH:19][CH2:18][CH2:17][O:16][CH3:15])[N:3]([CH:12]([CH3:14])[CH3:13])[C:4]=2[CH:9]=1. (2) Given the reactants [CH2:1]([C:3]1([C:13]2[C:21]3[C:16](=[C:17]([NH2:22])[CH:18]=[CH:19][CH:20]=3)[NH:15][CH:14]=2)[C:11]2[C:6](=[CH:7][C:8]([F:12])=[CH:9][CH:10]=2)[CH2:5][CH2:4]1)[CH3:2].[CH2:23]([S:25](Cl)(=[O:27])=[O:26])[CH3:24], predict the reaction product. The product is: [CH2:1]([C:3]1([C:13]2[C:21]3[C:16](=[C:17]([NH:22][S:25]([CH2:23][CH3:24])(=[O:27])=[O:26])[CH:18]=[CH:19][CH:20]=3)[NH:15][CH:14]=2)[C:11]2[C:6](=[CH:7][C:8]([F:12])=[CH:9][CH:10]=2)[CH2:5][CH2:4]1)[CH3:2]. (3) Given the reactants [NH:1]1[C:5]2[CH:6]=[CH:7][CH:8]=[CH:9][C:4]=2[N:3]=[N:2]1.[CH3:10][C:11]([CH3:15])([CH3:14])[CH:12]=O.[C:16]([C:18]1[CH:23]=[CH:22][C:21]([CH2:24][C:25]([NH2:27])=[O:26])=[CH:20][CH:19]=1)#[N:17], predict the reaction product. The product is: [N:1]1([CH:12]([NH:27][C:25](=[O:26])[CH2:24][C:21]2[CH:22]=[CH:23][C:18]([C:16]#[N:17])=[CH:19][CH:20]=2)[C:11]([CH3:15])([CH3:14])[CH3:10])[C:5]2[CH:6]=[CH:7][CH:8]=[CH:9][C:4]=2[N:3]=[N:2]1.